This data is from Catalyst prediction with 721,799 reactions and 888 catalyst types from USPTO. The task is: Predict which catalyst facilitates the given reaction. (1) Reactant: [CH3:1][N:2]1[C:6]([C:7]2[CH:12]=[CH:11][CH:10]=[CH:9][C:8]=2[C:13]([N:15]2[CH2:19][CH:18]3[CH2:20][N:21](C(OC(C)(C)C)=O)[CH2:22][CH:17]3[CH2:16]2)=[O:14])=[N:5][CH:4]=[N:3]1.C(O)(C(F)(F)F)=O. Product: [CH2:16]1[CH:17]2[CH2:22][NH:21][CH2:20][CH:18]2[CH2:19][N:15]1[C:13]([C:8]1[CH:9]=[CH:10][CH:11]=[CH:12][C:7]=1[C:6]1[N:2]([CH3:1])[N:3]=[CH:4][N:5]=1)=[O:14]. The catalyst class is: 2. (2) Reactant: [F:1][C:2]([F:19])([F:18])[C:3]1[N:8]=[C:7]([O:9][C:10]2[CH:17]=[CH:16][C:13]([CH:14]=O)=[CH:12][CH:11]=2)[CH:6]=[CH:5][CH:4]=1.[H-].[Na+].[CH2:22]1COCC1. Product: [F:1][C:2]([F:19])([F:18])[C:3]1[CH:4]=[CH:5][CH:6]=[C:7]([O:9][C:10]2[CH:17]=[CH:16][C:13]([CH:14]=[CH2:22])=[CH:12][CH:11]=2)[N:8]=1. The catalyst class is: 629.